This data is from Reaction yield outcomes from USPTO patents with 853,638 reactions. The task is: Predict the reaction yield, written as a fraction of the theoretical maximum amount of product (1.0 means a 100% yield; for example, 0.34 means a 34% yield). (1) The reactants are [OH-:1].[K+].[CH3:3][C:4]1[N:8]([CH2:9][C:10]2[C:19]3[C:14](=[CH:15][CH:16]=[CH:17][CH:18]=3)[CH:13]=[CH:12][CH:11]=2)[C:7]2[CH:20]=[C:21]([N:26]3[CH2:31][CH2:30][O:29][CH2:28][CH2:27]3)[CH:22]=[C:23]([C:24]#[N:25])[C:6]=2[N:5]=1.OO. The catalyst is O.C1COCC1. The product is [CH3:3][C:4]1[N:8]([CH2:9][C:10]2[C:19]3[C:14](=[CH:15][CH:16]=[CH:17][CH:18]=3)[CH:13]=[CH:12][CH:11]=2)[C:7]2[CH:20]=[C:21]([N:26]3[CH2:31][CH2:30][O:29][CH2:28][CH2:27]3)[CH:22]=[C:23]([C:24]([NH2:25])=[O:1])[C:6]=2[N:5]=1. The yield is 0.720. (2) The reactants are [NH:1]([C:3]1[CH:4]=[C:5]([CH:8]=[CH:9][N:10]=1)[C:6]#[N:7])[NH2:2].CN(C)/[CH:13]=[CH:14]/[C:15]([C:17]1[CH:22]=[CH:21][CH:20]=[CH:19][CH:18]=1)=O. The catalyst is C(O)C.CC(O)=O. The product is [C:17]1([C:15]2[N:1]([C:3]3[CH:4]=[C:5]([CH:8]=[CH:9][N:10]=3)[C:6]#[N:7])[N:2]=[CH:13][CH:14]=2)[CH:22]=[CH:21][CH:20]=[CH:19][CH:18]=1. The yield is 0.810. (3) The reactants are [C:1]([O:7][C:8]([CH3:11])([CH3:10])[CH3:9])(=[O:6])[CH2:2][C:3]([CH3:5])=O.[Cl:12][C:13]1[CH:14]=[C:15]([CH:18]=[CH:19][CH:20]=1)[CH:16]=O.[NH4+:21].[OH-:22]. The catalyst is CCO.C(Cl)Cl. The product is [Cl:12][C:13]1[CH:14]=[C:15]([CH:16]2[C:2]([C:1]([O:7][C:8]([CH3:11])([CH3:10])[CH3:9])=[O:6])=[C:3]([CH3:5])[NH:21][C:3]([CH3:5])=[C:2]2[C:1]([O:7][C:8]([CH3:11])([CH3:10])[CH3:9])=[O:22])[CH:18]=[CH:19][CH:20]=1. The yield is 0.350. (4) The reactants are C([O:3][C:4]([C:6]1[C:15](=[O:16])[C:14]2[C:9](=[CH:10][CH:11]=[CH:12][C:13]=2[O:17][CH3:18])[NH:8][CH:7]=1)=[O:5])C. The catalyst is [OH-].[Na+]. The product is [CH3:18][O:17][C:13]1[CH:12]=[CH:11][CH:10]=[C:9]2[C:14]=1[C:15](=[O:16])[C:6]([C:4]([OH:5])=[O:3])=[CH:7][NH:8]2. The yield is 0.520.